This data is from Forward reaction prediction with 1.9M reactions from USPTO patents (1976-2016). The task is: Predict the product of the given reaction. (1) Given the reactants [OH:1][C:2]1[CH:3]=[C:4]([CH:7]=[CH:8][CH:9]=1)[C:5]#[N:6].[NH2:10][OH:11], predict the reaction product. The product is: [OH:11][N:10]=[C:5]([C:4]1[CH:7]=[CH:8][CH:9]=[C:2]([OH:1])[CH:3]=1)[NH2:6]. (2) Given the reactants [C:1]1([C:7]2[CH:8]=[C:9]3[C:13](=[CH:14][CH:15]=2)[NH:12][C:11](=[O:16])[CH2:10]3)[CH:6]=[CH:5][CH:4]=[CH:3][CH:2]=1.[O:17]=[C:18]1[C:23]2=[CH:24][NH:25][C:26]([CH:27]=O)=[C:22]2[CH2:21][CH2:20][NH:19]1.N1CCCCC1, predict the reaction product. The product is: [O:16]=[C:11]1[C:10](=[CH:27][C:26]2[NH:25][CH:24]=[C:23]3[C:22]=2[CH2:21][CH2:20][NH:19][C:18]3=[O:17])[C:9]2[C:13](=[CH:14][CH:15]=[C:7]([C:1]3[CH:2]=[CH:3][CH:4]=[CH:5][CH:6]=3)[CH:8]=2)[NH:12]1. (3) The product is: [C:1]([C:4]1[CH:5]=[C:6]([CH:13]=[CH:14][CH:15]=1)[C:7]([NH2:10])([CH3:9])[CH3:8])(=[O:3])[CH3:2]. Given the reactants [C:1]([C:4]1[CH:5]=[C:6]([CH:13]=[CH:14][CH:15]=1)[C:7]([N:10]=C=O)([CH3:9])[CH3:8])(=[O:3])[CH3:2], predict the reaction product. (4) Given the reactants [Cl:1][C:2]1[CH:3]=[C:4]([NH:9][C:10]2[C:19]3[C:14](=[CH:15][C:16](F)=[C:17]([N+:20]([O-:22])=[O:21])[CH:18]=3)[N:13]=[CH:12][N:11]=2)[CH:5]=[CH:6][C:7]=1[F:8].C[Si](C)(C)[O-].[K+].[CH3:30][C:31]1([CH2:35][OH:36])[CH2:34][O:33][CH2:32]1, predict the reaction product. The product is: [Cl:1][C:2]1[CH:3]=[C:4]([NH:9][C:10]2[C:19]3[C:14](=[CH:15][C:16]([O:36][CH2:35][C:31]4([CH3:30])[CH2:34][O:33][CH2:32]4)=[C:17]([N+:20]([O-:22])=[O:21])[CH:18]=3)[N:13]=[CH:12][N:11]=2)[CH:5]=[CH:6][C:7]=1[F:8]. (5) Given the reactants CCN=C=NCCCN(C)C.C1C=CC2N(O)N=NC=2C=1.[CH:22]([C:25]1[CH:31]=[CH:30][CH:29]=[C:28]([CH:32]([CH3:34])[CH3:33])[C:26]=1[NH2:27])([CH3:24])[CH3:23].[Br:35][CH2:36][CH2:37][CH2:38][CH2:39][CH2:40][C:41](O)=[O:42], predict the reaction product. The product is: [Br:35][CH2:36][CH2:37][CH2:38][CH2:39][CH2:40][C:41]([NH:27][C:26]1[C:25]([CH:22]([CH3:24])[CH3:23])=[CH:31][CH:30]=[CH:29][C:28]=1[CH:32]([CH3:34])[CH3:33])=[O:42]. (6) Given the reactants [C:1]([C:4]1[CH:9]=[N:8][N:7]2[CH:10]=[C:11]([C:13]3[CH:18]=[CH:17][CH:16]=[CH:15][CH:14]=3)[CH:12]=[C:6]2[C:5]=1[NH:19][C@@H:20]1[CH2:24][CH2:23][C@:22]([CH3:28])([C:25]([OH:27])=O)[C:21]1([CH3:30])[CH3:29])(=[O:3])[NH2:2].CC[N:33](C(C)C)C(C)C.CN(C(ON1N=NC2C=CC=NC1=2)=[N+](C)C)C.F[P-](F)(F)(F)(F)F.[Cl-].[NH4+], predict the reaction product. The product is: [C:25]([C@@:22]1([CH3:28])[CH2:23][CH2:24][C@@H:20]([NH:19][C:5]2[C:6]3[N:7]([CH:10]=[C:11]([C:13]4[CH:14]=[CH:15][CH:16]=[CH:17][CH:18]=4)[CH:12]=3)[N:8]=[CH:9][C:4]=2[C:1]([NH2:2])=[O:3])[C:21]1([CH3:30])[CH3:29])(=[O:27])[NH2:33]. (7) Given the reactants [NH2:1][C:2]1[S:3][C:4]2[CH:10]=[C:9]([S:11][C@H:12]3[CH2:16][CH2:15][N:14]([C:17]([O:19][C:20]([CH3:23])([CH3:22])[CH3:21])=[O:18])[CH2:13]3)[CH:8]=[CH:7][C:5]=2[N:6]=1.NC1SC2C=C(S)C=CC=2N=1.CS(O[C@H]1CCN(C(OC(C)(C)C)=O)C1)(=O)=O, predict the reaction product. The product is: [NH2:1][C:2]1[S:3][C:4]2[CH:10]=[C:9]([S:11][C@@H:12]3[CH2:16][CH2:15][N:14]([C:17]([O:19][C:20]([CH3:23])([CH3:22])[CH3:21])=[O:18])[CH2:13]3)[CH:8]=[CH:7][C:5]=2[N:6]=1.